The task is: Predict the reactants needed to synthesize the given product.. This data is from Full USPTO retrosynthesis dataset with 1.9M reactions from patents (1976-2016). Given the product [C:27]([O:31][C:32]([N:34]1[CH2:39][CH2:38][CH:37]([O:15][C:8]2[CH:9]=[C:10]([O:12][CH2:13][CH3:14])[CH:11]=[C:6]([CH:5]([NH:17][C:18]3[CH:19]=[CH:20][C:21]([C:24]#[N:25])=[CH:22][CH:23]=3)[C:4]([O:3][CH2:1][CH3:2])=[O:26])[C:7]=2[F:16])[CH2:36][CH2:35]1)=[O:33])([CH3:30])([CH3:28])[CH3:29], predict the reactants needed to synthesize it. The reactants are: [CH2:1]([O:3][C:4](=[O:26])[CH:5]([NH:17][C:18]1[CH:23]=[CH:22][C:21]([C:24]#[N:25])=[CH:20][CH:19]=1)[C:6]1[CH:11]=[C:10]([O:12][CH2:13][CH3:14])[CH:9]=[C:8]([OH:15])[C:7]=1[F:16])[CH3:2].[C:27]([O:31][C:32]([N:34]1[CH2:39][CH2:38][CH:37](O)[CH2:36][CH2:35]1)=[O:33])([CH3:30])([CH3:29])[CH3:28].